This data is from Catalyst prediction with 721,799 reactions and 888 catalyst types from USPTO. The task is: Predict which catalyst facilitates the given reaction. (1) The catalyst class is: 100. Product: [C:3]([O:7][C:8](=[O:26])[NH:9][CH:10]1[CH2:11][CH2:12][N:13]([S:16]([C:19]2[CH:20]=[CH:21][C:22]([NH:25][CH3:1])=[CH:23][CH:24]=2)(=[O:18])=[O:17])[CH2:14][CH2:15]1)([CH3:6])([CH3:4])[CH3:5]. Reactant: [CH2:1]=O.[C:3]([O:7][C:8](=[O:26])[NH:9][CH:10]1[CH2:15][CH2:14][N:13]([S:16]([C:19]2[CH:24]=[CH:23][C:22]([NH2:25])=[CH:21][CH:20]=2)(=[O:18])=[O:17])[CH2:12][CH2:11]1)([CH3:6])([CH3:5])[CH3:4].C[O-].[Na+].[BH4-].[Na+]. (2) Reactant: [NH2:1][C:2]1[CH:7]=[CH:6][CH:5]=[CH:4][CH:3]=1.C(N(CC)CC)C.Cl.[N:16]1[CH:21]=[CH:20][CH:19]=[CH:18][C:17]=1[C:22](Cl)=[O:23]. Product: [C:2]1([NH:1][C:22]([C:17]2[CH:18]=[CH:19][CH:20]=[CH:21][N:16]=2)=[O:23])[CH:7]=[CH:6][CH:5]=[CH:4][CH:3]=1. The catalyst class is: 49. (3) Reactant: [S:1]1[CH:5]=[CH:4][CH:3]=[C:2]1[CH2:6][C:7](=[O:14])[CH2:8]C(OCC)=O.[H-].[Na+].[C:17]([O:20][C:21](=O)[CH3:22])(=[O:19])C.Cl. Product: [S:1]1[CH:5]=[CH:4][CH:3]=[C:2]1[CH:6]([C:7]([CH3:8])=[O:14])[C:17]([O:20][CH2:21][CH3:22])=[O:19]. The catalyst class is: 469. (4) Reactant: Cl.[Cl:2][C:3]1[C:8]2[CH:9]=[C:10]([CH3:13])[N:11]([CH3:12])[C:7]=2[C:6]([C:14]([OH:16])=O)=[CH:5][N:4]=1.C(N(CC)C(C)C)(C)C.[NH:26]1[CH2:31][CH2:30][O:29][CH2:28][CH2:27]1. Product: [Cl:2][C:3]1[C:8]2[CH:9]=[C:10]([CH3:13])[N:11]([CH3:12])[C:7]=2[C:6]([C:14]([N:26]2[CH2:31][CH2:30][O:29][CH2:28][CH2:27]2)=[O:16])=[CH:5][N:4]=1. The catalyst class is: 42. (5) Reactant: [Cl:1][C:2]1[CH:7]=[CH:6][CH:5]=[C:4]([Cl:8])[C:3]=1[CH2:9][S:10]([C:13]1[CH:14]=[C:15]2[C:19](=[CH:20][CH:21]=1)[NH:18][C:17](=[O:22])/[C:16]/2=[CH:23]\[C:24]1[NH:28][C:27]([CH3:29])=[C:26]([C:30]([OH:32])=O)[C:25]=1[CH3:33])(=[O:12])=[O:11].C1C=CC2N(O)N=NC=2C=1.C(Cl)CCl.[CH:48]1([NH:51][C:52]([C@@H:54]2[CH2:58][C@@H:57]([OH:59])[CH2:56][NH:55]2)=[O:53])[CH2:50][CH2:49]1. Product: [CH:48]1([NH:51][C:52]([C@@H:54]2[CH2:58][C@@H:57]([OH:59])[CH2:56][N:55]2[C:30]([C:26]2[C:25]([CH3:33])=[C:24](/[CH:23]=[C:16]3\[C:17](=[O:22])[NH:18][C:19]4[C:15]\3=[CH:14][C:13]([S:10]([CH2:9][C:3]3[C:2]([Cl:1])=[CH:7][CH:6]=[CH:5][C:4]=3[Cl:8])(=[O:11])=[O:12])=[CH:21][CH:20]=4)[NH:28][C:27]=2[CH3:29])=[O:32])=[O:53])[CH2:50][CH2:49]1. The catalyst class is: 85. (6) Reactant: [F:1][C:2]([F:40])([F:39])[C:3]1[CH:7]=[C:6]([C:8]([F:11])([F:10])[F:9])[N:5]([CH2:12][C:13]2[CH:18]=[CH:17][C:16]([NH:19][C:20](=[O:37])[C:21]3[C:22](=[C:32]([I:36])[CH:33]=[CH:34][CH:35]=3)[C:23]([NH:25][C:26]([CH3:31])([CH3:30])[CH2:27][S:28][CH3:29])=[O:24])=[C:15]([CH3:38])[CH:14]=2)[N:4]=1.ClC1C=CC=C(C(OO)=[O:49])C=1. Product: [F:40][C:2]([F:1])([F:39])[C:3]1[CH:7]=[C:6]([C:8]([F:10])([F:9])[F:11])[N:5]([CH2:12][C:13]2[CH:18]=[CH:17][C:16]([NH:19][C:20](=[O:37])[C:21]3[C:22](=[C:32]([I:36])[CH:33]=[CH:34][CH:35]=3)[C:23]([NH:25][C:26]([CH3:31])([CH3:30])[CH2:27][S:28]([CH3:29])=[O:49])=[O:24])=[C:15]([CH3:38])[CH:14]=2)[N:4]=1. The catalyst class is: 4.